From a dataset of Reaction yield outcomes from USPTO patents with 853,638 reactions. Predict the reaction yield, written as a fraction of the theoretical maximum amount of product (1.0 means a 100% yield; for example, 0.34 means a 34% yield). The reactants are C([O-])([O-])=O.[K+].[K+].[CH2:7]([O:14][C:15](=[O:35])[NH:16][CH2:17][CH2:18][CH2:19][CH2:20][C:21]1[CH:26]=[C:25]([C:27]#[C:28][Si](C)(C)C)[C:24]([Cl:33])=[C:23]([F:34])[CH:22]=1)[C:8]1[CH:13]=[CH:12][CH:11]=[CH:10][CH:9]=1. The catalyst is CO. The product is [CH2:7]([O:14][C:15](=[O:35])[NH:16][CH2:17][CH2:18][CH2:19][CH2:20][C:21]1[CH:22]=[C:23]([F:34])[C:24]([Cl:33])=[C:25]([C:27]#[CH:28])[CH:26]=1)[C:8]1[CH:9]=[CH:10][CH:11]=[CH:12][CH:13]=1. The yield is 0.960.